Dataset: HIV replication inhibition screening data with 41,000+ compounds from the AIDS Antiviral Screen. Task: Binary Classification. Given a drug SMILES string, predict its activity (active/inactive) in a high-throughput screening assay against a specified biological target. (1) The compound is Cn1c2c(c3ccccc31)CCN(CCCCN1CCc3c(n(C)c4ccccc34)C1=O)C2. The result is 0 (inactive). (2) The compound is O=C(Nc1ccc(NC(=O)Nc2cc(C(=O)Nc3ccc(C4=NCCN4)cc3)ccc2C(=O)Nc2ccc(C3=NCCN3)cc2)cc1)Nc1cc(C(=O)Nc2ccc(C3=NCCN3)cc2)ccc1C(=O)Nc1ccc(C2=NCCN2)cc1. The result is 1 (active). (3) The compound is CC(C)=CC[PH](c1ccccc1)(c1ccccc1)c1ccccc1. The result is 0 (inactive).